From a dataset of Full USPTO retrosynthesis dataset with 1.9M reactions from patents (1976-2016). Predict the reactants needed to synthesize the given product. (1) Given the product [F:1][C:2]1[CH:30]=[CH:29][C:5]2[CH2:6][C:7]3[CH:28]=[CH:27][CH:26]=[CH:25][C:8]=3[C:9]3([CH2:14][CH2:13][CH:12]([N:15]4[CH2:20][CH2:19][CH:18]=[C:17]([C:21]([OH:23])=[O:22])[CH2:16]4)[CH2:11]3)[CH2:10][C:4]=2[CH:3]=1, predict the reactants needed to synthesize it. The reactants are: [F:1][C:2]1[CH:30]=[CH:29][C:5]2[CH2:6][C:7]3[CH:28]=[CH:27][CH:26]=[CH:25][C:8]=3[C:9]3([CH2:14][CH2:13][CH:12]([N:15]4[CH2:20][CH2:19][CH:18]=[C:17]([C:21]([O:23]C)=[O:22])[CH2:16]4)[CH2:11]3)[CH2:10][C:4]=2[CH:3]=1.CCCCCC.C(O)(C)C.[Li+].[OH-]. (2) Given the product [ClH:59].[CH2:1]([O:5][C:6](=[O:19])[C@H:7]([CH2:16][CH2:17][O:18][C:43]1[CH:44]=[CH:45][C:40]([F:39])=[CH:41][CH:42]=1)[NH2:8])[CH3:4], predict the reactants needed to synthesize it. The reactants are: [C:1]([O:5][C:6](=[O:19])[C@H:7]([CH2:16][CH2:17][OH:18])[NH:8]C(OC(C)(C)C)=O)([CH3:4])(C)C.C1(P(C2C=CC=CC=2)C2C=CC=CC=2)C=CC=CC=1.[F:39][C:40]1[CH:45]=[CH:44][C:43](O)=[CH:42][CH:41]=1.N(C(N(C)C)=O)=NC(N(C)C)=O.[ClH:59].